Predict the reactants needed to synthesize the given product. From a dataset of Full USPTO retrosynthesis dataset with 1.9M reactions from patents (1976-2016). (1) Given the product [CH2:21]([N:13]1[C:12]([CH3:14])=[C:11]([CH3:15])[N:10]=[C:9]1[S:8][CH2:7][C:6]1[CH:5]=[CH:4][C:3]([O:2][CH3:1])=[CH:17][CH:16]=1)[CH3:22], predict the reactants needed to synthesize it. The reactants are: [CH3:1][O:2][C:3]1[CH:17]=[CH:16][C:6]([CH2:7][S:8][C:9]2[NH:10][C:11]([CH3:15])=[C:12]([CH3:14])[N:13]=2)=[CH:5][CH:4]=1.[H-].[Na+].I[CH2:21][CH3:22]. (2) Given the product [NH2:24][C:16]1[CH:17]=[C:18]([NH2:21])[CH:19]=[CH:20][C:15]=1[S:12]([NH:11][C:8]1[CH:9]=[CH:10][C:5]2[CH2:4][O:3][B:2]([OH:1])[C:6]=2[CH:7]=1)(=[O:13])=[O:14], predict the reactants needed to synthesize it. The reactants are: [OH:1][B:2]1[C:6]2[CH:7]=[C:8]([NH:11][S:12]([C:15]3[CH:20]=[CH:19][C:18]([N+:21]([O-])=O)=[CH:17][C:16]=3[N+:24]([O-])=O)(=[O:14])=[O:13])[CH:9]=[CH:10][C:5]=2[CH2:4][O:3]1. (3) Given the product [C:34]1([N:40]2[C:42]3[C:47](=[CH:46][CH:45]=[CH:44][CH:43]=3)[C:23]([CH2:22][CH2:21][CH2:20][CH2:19][CH2:18][N:15]3[CH2:16][CH2:17][CH:12]([C:8]4[CH:7]=[C:6]([NH:5][C:3](=[O:4])[CH:2]([CH3:1])[CH3:32])[CH:11]=[CH:10][CH:9]=4)[CH2:13][CH2:14]3)=[C:24]2[C:25]2[CH:26]=[CH:27][CH:28]=[CH:29][CH:30]=2)[CH:39]=[CH:38][CH:37]=[CH:36][CH:35]=1, predict the reactants needed to synthesize it. The reactants are: [CH3:1][CH:2]([CH3:32])[C:3]([NH:5][C:6]1[CH:11]=[CH:10][CH:9]=[C:8]([CH:12]2[CH2:17][CH2:16][N:15]([CH2:18][CH2:19][CH2:20][CH2:21][CH2:22][CH2:23][C:24](=O)[C:25]3[CH:30]=[CH:29][CH:28]=[CH:27][CH:26]=3)[CH2:14][CH2:13]2)[CH:7]=1)=[O:4].Cl.[C:34]1([N:40]([C:42]2[CH:47]=[CH:46][CH:45]=[CH:44][CH:43]=2)N)[CH:39]=[CH:38][CH:37]=[CH:36][CH:35]=1.